Dataset: TCR-epitope binding with 47,182 pairs between 192 epitopes and 23,139 TCRs. Task: Binary Classification. Given a T-cell receptor sequence (or CDR3 region) and an epitope sequence, predict whether binding occurs between them. (1) The epitope is TVYDPLQPELDSFK. The TCR CDR3 sequence is CSASEGLAYEQYF. Result: 0 (the TCR does not bind to the epitope). (2) The epitope is TAFTIPSI. The TCR CDR3 sequence is CASGLGRGWNTEAFF. Result: 0 (the TCR does not bind to the epitope). (3) The epitope is FLNGSCGSV. The TCR CDR3 sequence is CAISDPSRVFNEQYF. Result: 1 (the TCR binds to the epitope).